From a dataset of Forward reaction prediction with 1.9M reactions from USPTO patents (1976-2016). Predict the product of the given reaction. (1) Given the reactants [CH3:1][O:2][C:3]([NH:5][C@@H:6]([CH:62]([CH3:64])[CH3:63])[C:7]([N:9]1[CH2:13][C@@H:12]([CH2:14][O:15][CH3:16])[CH2:11][C@H:10]1[C:17]1[NH:18][C:19]([C:22]2[CH:27]=[CH:26][C:25]([C:28]3[CH:33]=[CH:32][C:31]([C:34]4[NH:38][C:37]([C@@H:39]5[CH2:43][C@H:42]([CH3:44])[CH2:41][N:40]5[C:45](=[O:61])[C@H:46]([NH:53][C:54](=O)[O:55]C(C)(C)C)[C:47]5[CH:52]=[CH:51][CH:50]=[CH:49][CH:48]=5)=[N:36][CH:35]=4)=[CH:30][CH:29]=3)=[CH:24][CH:23]=2)=[CH:20][N:21]=1)=[O:8])=[O:4].Cl.[CH:66]1(C(O)=O)[CH2:68][CH2:67]1.CCOC(C(C#N)=NOC(N1CCOCC1)=[N+](C)C)=O.F[P-](F)(F)(F)(F)F.CCN(C(C)C)C(C)C, predict the reaction product. The product is: [CH:66]1([C:54]([NH:53][C@H:46]([C:47]2[CH:52]=[CH:51][CH:50]=[CH:49][CH:48]=2)[C:45]([N:40]2[CH2:41][C@@H:42]([CH3:44])[CH2:43][C@H:39]2[C:37]2[NH:38][C:34]([C:31]3[CH:32]=[CH:33][C:28]([C:25]4[CH:24]=[CH:23][C:22]([C:19]5[NH:18][C:17]([C@@H:10]6[CH2:11][C@H:12]([CH2:14][O:15][CH3:16])[CH2:13][N:9]6[C:7](=[O:8])[C@@H:6]([NH:5][C:3](=[O:4])[O:2][CH3:1])[CH:62]([CH3:64])[CH3:63])=[N:21][CH:20]=5)=[CH:27][CH:26]=4)=[CH:29][CH:30]=3)=[CH:35][N:36]=2)=[O:61])=[O:55])[CH2:68][CH2:67]1. (2) Given the reactants [Cl:1][C:2]1[N:7]=[C:6]([Cl:8])[CH:5]=[C:4](Cl)[N:3]=1.[C:10]1(B(O)O)[CH:15]=[CH:14][CH:13]=[CH:12][CH:11]=1.C([O-])([O-])=O.[Na+].[Na+].C1(C)C=CC=CC=1, predict the reaction product. The product is: [Cl:1][C:2]1[N:7]=[C:6]([Cl:8])[CH:5]=[C:4]([C:10]2[CH:15]=[CH:14][CH:13]=[CH:12][CH:11]=2)[N:3]=1. (3) Given the reactants C[Al](C)C.[CH:5]([NH2:8])([CH3:7])[CH3:6].CO[C:11](=[O:34])[C:12]1[CH:17]=[CH:16][C:15]([O:18][CH2:19][C:20]2[C:21]([C:27]3[CH:32]=[CH:31][C:30]([F:33])=[CH:29][CH:28]=3)=[N:22][O:23][C:24]=2[CH2:25][OH:26])=[N:14][CH:13]=1.C1(C)C=CC=CC=1, predict the reaction product. The product is: [F:33][C:30]1[CH:31]=[CH:32][C:27]([C:21]2[C:20]([CH2:19][O:18][C:15]3[CH:16]=[CH:17][C:12]([C:11]([NH:8][CH:5]([CH3:7])[CH3:6])=[O:34])=[CH:13][N:14]=3)=[C:24]([CH2:25][OH:26])[O:23][N:22]=2)=[CH:28][CH:29]=1. (4) Given the reactants [CH:1]1([O:4][C:5]2[CH:6]=[C:7]([C:15]3[NH:32][C:18]4[CH:19]=[N:20][N:21](COCC[Si](C)(C)C)[C:22](=[O:23])[C:17]=4[C:16]=3[CH3:33])[CH:8]=[CH:9][C:10]=2[O:11][CH:12]([F:14])[F:13])[CH2:3][CH2:2]1.FC(F)(F)C(O)=O, predict the reaction product. The product is: [CH:1]1([O:4][C:5]2[CH:6]=[C:7]([C:15]3[NH:32][C:18]4[CH:19]=[N:20][NH:21][C:22](=[O:23])[C:17]=4[C:16]=3[CH3:33])[CH:8]=[CH:9][C:10]=2[O:11][CH:12]([F:13])[F:14])[CH2:2][CH2:3]1. (5) Given the reactants C[Si]([C:5]#[C:6][C:7]1[CH:12]=[CH:11][CH:10]=[CH:9][C:8]=1[C:13]1([C:16]([O:18][CH3:19])=[O:17])[CH2:15][CH2:14]1)(C)C.CCCC[N+](CCCC)(CCCC)CCCC.[F-].O, predict the reaction product. The product is: [C:6]([C:7]1[CH:12]=[CH:11][CH:10]=[CH:9][C:8]=1[C:13]1([C:16]([O:18][CH3:19])=[O:17])[CH2:15][CH2:14]1)#[CH:5].